Predict the reactants needed to synthesize the given product. From a dataset of Full USPTO retrosynthesis dataset with 1.9M reactions from patents (1976-2016). (1) Given the product [CH3:16][NH:17][CH2:9][CH2:8][CH2:7][S:6][CH2:5][CH2:4][CH2:3][C:2]([F:15])([F:1])[C:11]([F:14])([F:13])[F:12], predict the reactants needed to synthesize it. The reactants are: [F:1][C:2]([F:15])([C:11]([F:14])([F:13])[F:12])[CH2:3][CH2:4][CH2:5][S:6][CH2:7][CH2:8][CH2:9]I.[CH3:16][NH2:17]. (2) Given the product [CH2:2]([O:4][C:5]([C:7]1[S:8][C:9]([Br:1])=[N:10][N:11]=1)=[O:6])[CH3:3], predict the reactants needed to synthesize it. The reactants are: [BrH:1].[CH2:2]([O:4][C:5]([C:7]1[S:8][C:9](N)=[N:10][N:11]=1)=[O:6])[CH3:3].N([O-])=O.[Na+]. (3) Given the product [S:8]1[C:12]2[CH:13]=[CH:14][CH:15]=[CH:16][C:11]=2[N:10]=[C:9]1[S:17]([N:20]1[CH2:25][CH2:24][N:23]([C:47](=[O:48])[CH2:46][N:41]2[CH:40]=[N:39][C:38]3[C:42]2=[N:43][CH:44]=[N:45][C:37]=3[NH:36][C:34]([O:33][CH2:32][C:31]2[CH:50]=[CH:51][C:52]([O:53][CH3:54])=[C:29]([O:28][CH3:27])[CH:30]=2)=[O:35])[CH2:22][C:21]1=[O:26])(=[O:19])=[O:18], predict the reactants needed to synthesize it. The reactants are: FC(F)(F)C(O)=O.[S:8]1[C:12]2[CH:13]=[CH:14][CH:15]=[CH:16][C:11]=2[N:10]=[C:9]1[S:17]([N:20]1[CH2:25][CH2:24][NH:23][CH2:22][C:21]1=[O:26])(=[O:19])=[O:18].[CH3:27][O:28][C:29]1[CH:30]=[C:31]([CH:50]=[CH:51][C:52]=1[O:53][CH3:54])[CH2:32][O:33][C:34]([NH:36][C:37]1[N:45]=[CH:44][N:43]=[C:42]2[C:38]=1[N:39]=[CH:40][N:41]2[CH2:46][C:47](O)=[O:48])=[O:35]. (4) Given the product [CH3:8][C:9]1[CH:10]=[CH:11][C:12]([C:15]2[N:19]([C:20]3[CH:21]=[N:22][CH:23]=[CH:24][CH:25]=3)[N:18]=[C:17]([C:26]([N:28]3[CH2:33][CH2:32][CH2:31][CH2:30][N:29]3[C:6]([NH2:5])=[O:7])=[O:27])[CH:16]=2)=[N:13][CH:14]=1, predict the reactants needed to synthesize it. The reactants are: C[Si]([N:5]=[C:6]=[O:7])(C)C.[CH3:8][C:9]1[CH:10]=[CH:11][C:12]([C:15]2[N:19]([C:20]3[CH:21]=[N:22][CH:23]=[CH:24][CH:25]=3)[N:18]=[C:17]([C:26]([N:28]3[CH2:33][CH2:32][CH2:31][CH2:30][NH:29]3)=[O:27])[CH:16]=2)=[N:13][CH:14]=1.CO. (5) Given the product [NH:9]1[C:8]2[N:21]=[C:4]([CH2:3][CH2:2][OH:1])[CH:5]=[CH:6][C:7]=2[CH2:13][O:12][CH2:11][CH2:10]1, predict the reactants needed to synthesize it. The reactants are: [OH:1][CH2:2][CH2:3][C:4]1[CH:5]=[CH:6][C:7]2[CH2:13][O:12][CH2:11][CH2:10][N:9](C(OC(C)(C)C)=O)[C:8]=2[N:21]=1.Cl. (6) Given the product [Br:1][C:2]1[CH:9]=[CH:8][C:5]([CH:6]=[O:7])=[C:4]([N:11]2[CH2:13][CH2:14][CH2:15][CH2:16]2)[CH:3]=1, predict the reactants needed to synthesize it. The reactants are: [Br:1][C:2]1[CH:9]=[CH:8][C:5]([CH:6]=[O:7])=[C:4](F)[CH:3]=1.[NH:11]1[CH2:16][CH2:15][CH2:14][CH2:13]C1.CC(N(C)C)=O. (7) Given the product [C:34]([O:38][C:39]([NH:1][CH2:4][CH2:5][N:6]1[CH2:11][CH2:10][N:9]([C:12]2[CH:17]=[CH:16][C:15]([N+:18]([O-:20])=[O:19])=[CH:14][CH:13]=2)[CH2:8][CH2:7]1)=[O:40])([CH3:37])([CH3:36])[CH3:35], predict the reactants needed to synthesize it. The reactants are: [N:1]([CH2:4][CH2:5][N:6]1[CH2:11][CH2:10][N:9]([C:12]2[CH:17]=[CH:16][C:15]([N+:18]([O-:20])=[O:19])=[CH:14][CH:13]=2)[CH2:8][CH2:7]1)=[N+]=[N-].C(P(CCCC)CCCC)CCC.[C:34]([O:38][C:39](O[C:39]([O:38][C:34]([CH3:37])([CH3:36])[CH3:35])=[O:40])=[O:40])([CH3:37])([CH3:36])[CH3:35].C(=O)([O-])O.[Na+]. (8) Given the product [CH2:15]([CH:18]([CH2:21][CH2:22][CH2:23][CH2:24][CH3:25])[CH2:19][O:20][P:1](=[S:2])([O:20][CH2:19][CH:18]([CH2:15][CH2:16][CH3:17])[CH2:21][CH2:22][CH2:23][CH2:24][CH3:25])[SH:13])[CH2:16][CH3:17], predict the reactants needed to synthesize it. The reactants are: [P:1]12([S:13]P3(SP(SP(S3)(S1)=S)(=S)S2)=S)=[S:2].[CH2:15]([CH:18]([CH2:21][CH2:22][CH2:23][CH2:24][CH3:25])[CH2:19][OH:20])[CH2:16][CH3:17]. (9) Given the product [C:16]1(/[CH:22]=[CH:23]/[CH2:24][O:25][C:26](=[O:27])[NH:28][C:29]2[CH:37]=[CH:36][CH:35]=[CH:34][C:30]=2[C:31]([N:7]2[CH2:4][CH2:5][CH:6]([CH2:1][OH:47])[CH2:8]2)=[O:33])[CH:17]=[CH:18][CH:19]=[CH:20][CH:21]=1, predict the reactants needed to synthesize it. The reactants are: [CH2:1]1[CH2:6][CH2:5][CH:4]([N:7]=[C:8]=NC2CCCCC2)CC1.[C:16]1(/[CH:22]=[CH:23]/[CH2:24][O:25][C:26]([NH:28][C:29]2[CH:37]=[CH:36][CH:35]=[CH:34][C:30]=2[C:31]([OH:33])=O)=[O:27])[CH:21]=[CH:20][CH:19]=[CH:18][CH:17]=1.C1C=CC2N([OH:47])N=NC=2C=1.